From a dataset of Peptide-MHC class II binding affinity with 134,281 pairs from IEDB. Regression. Given a peptide amino acid sequence and an MHC pseudo amino acid sequence, predict their binding affinity value. This is MHC class II binding data. (1) The peptide sequence is TSKLDAAYKLAYKTA. The MHC is HLA-DQA10101-DQB10501 with pseudo-sequence HLA-DQA10101-DQB10501. The binding affinity (normalized) is 0.103. (2) The peptide sequence is KIVSLIKNLLVALKD. The MHC is DRB1_0405 with pseudo-sequence DRB1_0405. The binding affinity (normalized) is 0.377. (3) The peptide sequence is QKRTLSLLQYARYPI. The MHC is DRB5_0101 with pseudo-sequence DRB5_0101. The binding affinity (normalized) is 0.761. (4) The peptide sequence is MYYVSGARSNVTFTVK. The MHC is DRB3_0202 with pseudo-sequence DRB3_0202. The binding affinity (normalized) is 0.686. (5) The peptide sequence is YESIDNILVKMFKTN. The MHC is HLA-DQA10301-DQB10301 with pseudo-sequence HLA-DQA10301-DQB10301. The binding affinity (normalized) is 0.190.